Dataset: Catalyst prediction with 721,799 reactions and 888 catalyst types from USPTO. Task: Predict which catalyst facilitates the given reaction. (1) Reactant: [NH2:1][C:2]1[N:10]=[CH:9][CH:8]=[CH:7][C:3]=1[C:4]([OH:6])=O.ON1C2C=CC=CC=2N=N1.CCN=C=NCCCN(C)C.[CH3:32][C:33]1[CH:47]=[CH:46][C:36]([O:37][C:38]2[CH:45]=[CH:44][C:41]([CH2:42][NH2:43])=[CH:40][CH:39]=2)=[CH:35][CH:34]=1. Product: [CH3:32][C:33]1[CH:47]=[CH:46][C:36]([O:37][C:38]2[CH:45]=[CH:44][C:41]([CH2:42][NH:43][C:4](=[O:6])[C:3]3[CH:7]=[CH:8][CH:9]=[N:10][C:2]=3[NH2:1])=[CH:40][CH:39]=2)=[CH:35][CH:34]=1. The catalyst class is: 136. (2) Reactant: [H-].[Na+].[CH2:3]([OH:10])[C:4]1[CH:9]=[CH:8][CH:7]=[CH:6][CH:5]=1.Cl.Cl[C:13]1[CH:18]=[CH:17][N:16]=[CH:15][CH:14]=1.O. Product: [CH2:3]([O:10][C:13]1[CH:18]=[CH:17][N:16]=[CH:15][CH:14]=1)[C:4]1[CH:9]=[CH:8][CH:7]=[CH:6][CH:5]=1. The catalyst class is: 3. (3) Reactant: BrC1C=C(C)C=CN=1.[Li]CCCC.C[Si](C)(C)C#CC(=O)C.[CH3:23][C:24]1[CH:29]=[CH:28][N:27]=[C:26]([C:30]([OH:38])([C:32]#[C:33][Si](C)(C)C)[CH3:31])[CH:25]=1.O.O.[F-].[K+]. Product: [CH3:23][C:24]1[CH:29]=[CH:28][N:27]=[C:26]([C:30]([OH:38])([C:32]#[CH:33])[CH3:31])[CH:25]=1. The catalyst class is: 83. (4) Reactant: Br[CH:2]([C:8]1[CH:13]=[CH:12][CH:11]=[CH:10][CH:9]=1)[C:3]([O:5][CH2:6][CH3:7])=[O:4].CCN(C(C)C)C(C)C.[N:23]1([C:29](=[O:31])[CH3:30])[CH2:28][CH2:27][NH:26][CH2:25][CH2:24]1. Product: [C:29]([N:23]1[CH2:28][CH2:27][N:26]([CH:2]([C:8]2[CH:13]=[CH:12][CH:11]=[CH:10][CH:9]=2)[C:3]([O:5][CH2:6][CH3:7])=[O:4])[CH2:25][CH2:24]1)(=[O:31])[CH3:30]. The catalyst class is: 10. (5) Reactant: C(Cl)(Cl)Cl.[CH3:5][O:6][C:7]1[CH:12]=[CH:11][C:10]([CH:13]2[C:17]([OH:18])=[C:16]([C:19]([CH3:21])=[O:20])[CH2:15][S:14]2)=[CH:9][CH:8]=1.S(Cl)(Cl)(=O)=O. Product: [CH3:5][O:6][C:7]1[CH:8]=[CH:9][C:10]([C:13]2[S:14][CH:15]=[C:16]([C:19]([CH3:21])=[O:20])[C:17]=2[OH:18])=[CH:11][CH:12]=1. The catalyst class is: 6. (6) Reactant: Cl[C:2]1[N:7]=[C:6]([NH2:8])[CH:5]=[CH:4][CH:3]=1.[CH3:9][C:10]1([CH2:14][OH:15])[CH2:13][O:12][CH2:11]1.[OH-].[Na+].C1(C)C=CC=CC=1. Product: [CH3:9][C:10]1([CH2:14][O:15][C:2]2[N:7]=[C:6]([NH2:8])[CH:5]=[CH:4][CH:3]=2)[CH2:13][O:12][CH2:11]1. The catalyst class is: 6.